This data is from Full USPTO retrosynthesis dataset with 1.9M reactions from patents (1976-2016). The task is: Predict the reactants needed to synthesize the given product. (1) Given the product [F:39][C:38]([F:41])([F:40])[S:35]([O:1][C:2]1[CH2:7][CH2:6][N:5]([C:8]([O:10][CH2:11][C:12]2[CH:17]=[CH:16][CH:15]=[CH:14][CH:13]=2)=[O:9])[CH2:4][CH:3]=1)(=[O:37])=[O:36], predict the reactants needed to synthesize it. The reactants are: [O:1]=[C:2]1[CH2:7][CH2:6][N:5]([C:8]([O:10][CH2:11][C:12]2[CH:17]=[CH:16][CH:15]=[CH:14][CH:13]=2)=[O:9])[CH2:4][CH2:3]1.C[Si](C)(C)[N-][Si](C)(C)C.[Li+].C1C=CC(N([S:35]([C:38]([F:41])([F:40])[F:39])(=[O:37])=[O:36])[S:35]([C:38]([F:41])([F:40])[F:39])(=[O:37])=[O:36])=CC=1.[OH-].[Na+]. (2) Given the product [CH3:1][N:2]1[CH:7]2[CH2:8][CH2:9][CH:3]1[CH2:4][CH:5]([S:10][C:11]1[CH:16]=[CH:15][C:14]([NH2:17])=[N:13][CH:12]=1)[CH2:6]2, predict the reactants needed to synthesize it. The reactants are: [CH3:1][N:2]1[CH:7]2[CH2:8][CH2:9][CH:3]1[CH2:4][CH:5]([S:10][C:11]1[CH:12]=[N:13][C:14]([N+:17]([O-])=O)=[CH:15][CH:16]=1)[CH2:6]2.O.O.[Sn](Cl)Cl. (3) Given the product [Br:7][C:8]1[CH:13]=[CH:12][N:11]=[C:10]2[N:14]([CH:20]([CH3:22])[CH3:21])[CH:15]=[C:16]([CH:17]=[O:18])[C:9]=12, predict the reactants needed to synthesize it. The reactants are: C(=O)([O-])[O-].[Cs+].[Cs+].[Br:7][C:8]1[CH:13]=[CH:12][N:11]=[C:10]2[NH:14][CH:15]=[C:16]([CH:17]=[O:18])[C:9]=12.I[CH:20]([CH3:22])[CH3:21]. (4) Given the product [CH3:31][Si:32]([CH3:37])([CH3:36])[CH2:33][CH2:1][O:2][C:3](=[O:27])[C@H:4]([CH2:23][CH2:24][S:25][CH3:26])[NH:5][C:6](=[O:22])[C:7]1[CH:12]=[CH:11][C:10]([N+:13]([O-:15])=[O:14])=[CH:9][C:8]=1[C:16]1[CH:17]=[CH:18][CH:19]=[CH:20][CH:21]=1, predict the reactants needed to synthesize it. The reactants are: [CH3:1][O:2][C:3](=[O:27])[C@H:4]([CH2:23][CH2:24][S:25][CH3:26])[NH:5][C:6](=[O:22])[C:7]1[CH:12]=[CH:11][C:10]([N+:13]([O-:15])=[O:14])=[CH:9][C:8]=1[C:16]1[CH:21]=[CH:20][CH:19]=[CH:18][CH:17]=1.[OH-].[Li+].Cl.[CH3:31][Si:32]([CH3:37])([CH3:36])[CH2:33]CO.C(N=C=NC(C)C)(C)C. (5) Given the product [NH2:1][C:2]1[N:7]2[CH:8]=[C:9]([CH2:11][CH2:12][CH3:13])[N:10]=[C:6]2[C:5]([C:14]([NH:29][CH2:28][CH:25]2[CH2:26][CH2:27][N:22]([CH2:18][CH2:19][CH2:20][CH3:21])[CH2:23][CH2:24]2)=[O:16])=[CH:4][C:3]=1[Cl:17], predict the reactants needed to synthesize it. The reactants are: [NH2:1][C:2]1[N:7]2[CH:8]=[C:9]([CH2:11][CH2:12][CH3:13])[N:10]=[C:6]2[C:5]([C:14]([OH:16])=O)=[CH:4][C:3]=1[Cl:17].[CH2:18]([N:22]1[CH2:27][CH2:26][CH:25]([CH2:28][NH2:29])[CH2:24][CH2:23]1)[CH2:19][CH2:20][CH3:21]. (6) Given the product [Cl:34][C:31]1[C:4]([C:5]([NH:7][C:8]2[CH:30]=[CH:29][C:11]3[CH2:12][CH2:13][C:14]4[C:15]([C:26]([NH2:28])=[O:27])=[N:16][N:17]([C:19]5[CH:24]=[CH:23][C:22]([F:25])=[CH:21][CH:20]=5)[C:18]=4[C:10]=3[CH:9]=2)=[O:6])=[CH:3][C:2]([N:35]2[CH2:40][CH2:39][NH:38][CH2:37][CH2:36]2)=[N:33][CH:32]=1, predict the reactants needed to synthesize it. The reactants are: Cl[C:2]1[CH:3]=[C:4]([C:31]([Cl:34])=[CH:32][N:33]=1)[C:5]([NH:7][C:8]1[CH:30]=[CH:29][C:11]2[CH2:12][CH2:13][C:14]3[C:15]([C:26]([NH2:28])=[O:27])=[N:16][N:17]([C:19]4[CH:24]=[CH:23][C:22]([F:25])=[CH:21][CH:20]=4)[C:18]=3[C:10]=2[CH:9]=1)=[O:6].[NH:35]1[CH2:40][CH2:39][NH:38][CH2:37][CH2:36]1. (7) Given the product [CH3:1][C:2]1([CH3:32])[CH2:3][CH:4]([CH:6]([NH:20][C:21]2[CH:22]=[N:23][C:24]3[C:29]([CH:30]=2)=[CH:28][C:27]([F:31])=[CH:26][CH:25]=3)[C:7]2[CH:19]=[CH:18][C:10]([C:11]([OH:13])=[O:12])=[CH:9][CH:8]=2)[CH2:5]1, predict the reactants needed to synthesize it. The reactants are: [CH3:1][C:2]1([CH3:32])[CH2:5][CH:4]([CH:6]([NH:20][C:21]2[CH:22]=[N:23][C:24]3[C:29]([CH:30]=2)=[CH:28][C:27]([F:31])=[CH:26][CH:25]=3)[C:7]2[CH:19]=[CH:18][C:10]([C:11]([O:13]C(C)(C)C)=[O:12])=[CH:9][CH:8]=2)[CH2:3]1.FC(F)(F)C(O)=O.